From a dataset of hERG potassium channel inhibition data for cardiac toxicity prediction from Karim et al.. Regression/Classification. Given a drug SMILES string, predict its toxicity properties. Task type varies by dataset: regression for continuous values (e.g., LD50, hERG inhibition percentage) or binary classification for toxic/non-toxic outcomes (e.g., AMES mutagenicity, cardiotoxicity, hepatotoxicity). Dataset: herg_karim. (1) The drug is Cc1ccc(-n2c(-c3ncccc3Cl)nc(CN[C@H]3CC[C@@H](F)C3)c2C)cn1. The result is 0 (non-blocker). (2) The drug is CCOc1nc(NC(=O)C2(NC(=O)c3ccc4c(c3)c(C)c(-c3ccc(F)cn3)n4C3CCCCC3)CCC2)ccc1/C=C/C(=O)O. The result is 1 (blocker). (3) The molecule is COc1ccc([C@H]2CN(CCCC3CCOCC3)C[C@@H]2CC(=O)Nc2cccc(Cl)c2)cc1. The result is 1 (blocker). (4) The drug is Cc1ncoc1-c1nnc(SCCCN2CC[C@]3(C[C@H]3c3ccc(C(F)(F)F)cc3)C2)n1C. The result is 1 (blocker). (5) The molecule is CC1(C)CNc2cc(NC(=O)c3cccnc3NCc3ccncc3)ccc21. The result is 0 (non-blocker).